This data is from CYP2D6 inhibition data for predicting drug metabolism from PubChem BioAssay. The task is: Regression/Classification. Given a drug SMILES string, predict its absorption, distribution, metabolism, or excretion properties. Task type varies by dataset: regression for continuous measurements (e.g., permeability, clearance, half-life) or binary classification for categorical outcomes (e.g., BBB penetration, CYP inhibition). Dataset: cyp2d6_veith. (1) The drug is O=C(N/N=C/c1cccc(Oc2ccc([N+](=O)[O-])cc2[N+](=O)[O-])c1)c1cncc(Br)c1. The result is 0 (non-inhibitor). (2) The drug is CCCCNN.O=C(O)C(=O)O. The result is 0 (non-inhibitor). (3) The molecule is CC(=O)OC[C@H]1O[C@@H](ON=C(C)C)[C@H](OC(C)=O)[C@@H](OC(C)=O)[C@H]1OC(C)=O. The result is 1 (inhibitor). (4) The molecule is O=C(c1cc(C(F)(F)F)cc(C(F)(F)F)c1)N1CCC[C@@]2(CCN(Cc3nccs3)C2)C1. The result is 0 (non-inhibitor). (5) The molecule is O=C1C=C(NCCN2CCOCC2)CC(c2ccccc2)C1. The result is 0 (non-inhibitor). (6) The result is 0 (non-inhibitor). The drug is O=C(c1cccc(F)c1)N1CCC2(CCCN(Cc3nccs3)C2)CC1. (7) The molecule is CSc1nc(C)c2c(n1)N(c1ccc(C(C)C)cc1)CC2. The result is 0 (non-inhibitor). (8) The compound is Cc1ccc(-c2nc3c(=O)n(C)c4ccccc4c3o2)cc1. The result is 0 (non-inhibitor). (9) The molecule is COc1ccc2c3c1O[C@@H]1C[C@@H](O)C=C[C@@]31CCN(C)C2. The result is 0 (non-inhibitor).